Predict which catalyst facilitates the given reaction. From a dataset of Catalyst prediction with 721,799 reactions and 888 catalyst types from USPTO. (1) Reactant: [CH2:1]([N:3]1[C:11]2[CH:10]=[CH:9][CH:8]=[CH:7][C:6]=2[C:5]2[N:12]=[C:13]([CH2:16][OH:17])[CH:14]=[CH:15][C:4]1=2)[CH3:2].[Cr](Cl)([O-])(=O)=O.[NH+]1C=CC=CC=1. Product: [CH2:1]([N:3]1[C:11]2[CH:10]=[CH:9][CH:8]=[CH:7][C:6]=2[C:5]2[N:12]=[C:13]([CH:16]=[O:17])[CH:14]=[CH:15][C:4]1=2)[CH3:2]. The catalyst class is: 4. (2) Reactant: [BH4-].[Na+].[S:3]1[C:7]2[CH:8]=[CH:9][CH:10]=[CH:11][C:6]=2[N:5]=[C:4]1[NH:12][C:13]1[CH:32]=[CH:31][C:16]([O:17][C:18]2[C:19]([C:24]3[CH2:29][CH2:28][CH2:27][C:26](=[O:30])[CH:25]=3)=[N:20][CH:21]=[CH:22][N:23]=2)=[CH:15][C:14]=1[F:33].[Cl-].[NH4+].O. Product: [S:3]1[C:7]2[CH:8]=[CH:9][CH:10]=[CH:11][C:6]=2[N:5]=[C:4]1[NH:12][C:13]1[CH:32]=[CH:31][C:16]([O:17][C:18]2[C:19]([C:24]3[CH2:29][CH2:28][CH2:27][CH:26]([OH:30])[CH:25]=3)=[N:20][CH:21]=[CH:22][N:23]=2)=[CH:15][C:14]=1[F:33]. The catalyst class is: 5. (3) Reactant: [Cl:1][C:2]1[CH:10]=[CH:9][C:5]([C:6]([OH:8])=O)=[C:4]([F:11])[CH:3]=1.[C:12]([NH2:16])([CH3:15])([CH3:14])[CH3:13].C1C=CC2N(O)N=NC=2C=1.CCN=C=NCCCN(C)C.Cl. Product: [C:12]([NH:16][C:6](=[O:8])[C:5]1[CH:9]=[CH:10][C:2]([Cl:1])=[CH:3][C:4]=1[F:11])([CH3:15])([CH3:14])[CH3:13]. The catalyst class is: 34. (4) Reactant: C([O:3][C:4](=[O:38])[CH2:5][CH2:6][CH2:7][CH2:8][CH2:9][C:10](=[O:37])[N:11]1[C:19]2[C:14](=[CH:15][C:16]([O:20][CH2:21][C:22]3[S:23][C:24]([C:33]([F:36])([F:35])[F:34])=[C:25]([C:27]4[CH:32]=[CH:31][CH:30]=[CH:29][CH:28]=4)[CH:26]=3)=[CH:17][CH:18]=2)[CH2:13][CH2:12]1)C.Cl.O. Product: [O:37]=[C:10]([N:11]1[C:19]2[C:14](=[CH:15][C:16]([O:20][CH2:21][C:22]3[S:23][C:24]([C:33]([F:36])([F:35])[F:34])=[C:25]([C:27]4[CH:32]=[CH:31][CH:30]=[CH:29][CH:28]=4)[CH:26]=3)=[CH:17][CH:18]=2)[CH2:13][CH2:12]1)[CH2:9][CH2:8][CH2:7][CH2:6][CH2:5][C:4]([OH:38])=[O:3]. The catalyst class is: 702. (5) Reactant: Br[C:2]1[CH:3]=[C:4]([O:11][C@@H:12]([C@H:14]2[CH2:18][N:17]([C@@H:19]([C:21]3[CH:26]=[CH:25][C:24]([O:27][CH3:28])=[CH:23][CH:22]=3)[CH3:20])[C:16](=[O:29])[CH2:15]2)[CH3:13])[C:5]2[N:6]([N:8]=[CH:9][CH:10]=2)[CH:7]=1.[CH3:30][N:31]1[C:35]2[CH:36]=[C:37]([Sn](CCCC)(CCCC)CCCC)[S:38][C:34]=2[CH:33]=[N:32]1.[F-].[Cs+]. Product: [CH3:28][O:27][C:24]1[CH:25]=[CH:26][C:21]([C@H:19]([N:17]2[CH2:18][C@H:14]([C@H:12]([O:11][C:4]3[C:5]4[N:6]([N:8]=[CH:9][CH:10]=4)[CH:7]=[C:2]([C:37]4[S:38][C:34]5[CH:33]=[N:32][N:31]([CH3:30])[C:35]=5[CH:36]=4)[CH:3]=3)[CH3:13])[CH2:15][C:16]2=[O:29])[CH3:20])=[CH:22][CH:23]=1. The catalyst class is: 128. (6) Reactant: C(Cl)(=O)C(Cl)=O.CS(C)=O.[F:11][C:12]([F:26])([F:25])[CH2:13][O:14][C:15]1[CH:24]=[CH:23][CH:22]=[CH:21][C:16]=1[O:17][CH2:18][CH2:19][OH:20].C(N(CC)CC)C. Product: [F:11][C:12]([F:25])([F:26])[CH2:13][O:14][C:15]1[CH:24]=[CH:23][CH:22]=[CH:21][C:16]=1[O:17][CH2:18][CH:19]=[O:20]. The catalyst class is: 4. (7) The catalyst class is: 2. Product: [C:30]([O:33][CH2:34][C:35]([O:28]/[N:27]=[C:26](/[NH2:29])\[C:23]1[CH:24]=[CH:25][C:20]([C:2]([CH3:1])([C:6]2[CH:7]=[CH:8][C:9]([O:12][CH2:13][C:14]3[CH:19]=[CH:18][CH:17]=[CH:16][N:15]=3)=[CH:10][CH:11]=2)[CH:3]([CH3:5])[CH3:4])=[CH:21][CH:22]=1)=[O:36])(=[O:32])[CH3:31]. Reactant: [CH3:1][C:2]([C:20]1[CH:25]=[CH:24][C:23]([C:26](=[NH:29])[NH:27][OH:28])=[CH:22][CH:21]=1)([C:6]1[CH:11]=[CH:10][C:9]([O:12][CH2:13][C:14]2[CH:19]=[CH:18][CH:17]=[CH:16][N:15]=2)=[CH:8][CH:7]=1)[CH:3]([CH3:5])[CH3:4].[C:30]([O:33][CH2:34][C:35](O)=[O:36])(=[O:32])[CH3:31].Cl.CN(C)CCCN=C=NCC.ON1C2C=CC=CC=2N=N1. (8) Reactant: [Cl:1][C:2]([Cl:50])([Cl:49])[CH2:3][O:4][C:5]([C@@H:7]1[CH2:12][CH2:11][CH2:10][N:9]([C:13](=[O:48])[C@@H:14]([NH:23][C:24](=[O:47])[C@@H:25]([NH:29][C:30](OCC2C3C=CC=CC=3C3C2=CC=CC=3)=[O:31])[CH:26]([CH3:28])[CH3:27])[CH2:15][O:16][CH2:17][C:18]2([CH3:22])[CH2:21][O:20][CH2:19]2)[NH:8]1)=[O:6].[CH2:51]([NH:53][CH2:54][CH3:55])[CH3:52].C(O[C@@H](C1C=CC2[C:64](=[CH:65][C:66](/[CH:72]=[CH:73]/[C:74](C)([CH3:78])[C:75](O)=O)=[CH:67]C=2)N=1)C)(=O)C.[CH:80](N(CC)C(C)C)(C)C.C[NH3+].F[P-](F)(F)(F)(F)F.N1(OC(N(C)C)=[N+](C)C)C2N=CC=CC=2N=N1.F[P-](F)(F)(F)(F)F.[C:122]([O:125][CH2:126][CH3:127])(=[O:124])[CH3:123]. Product: [Cl:49][C:2]([Cl:1])([Cl:50])[CH2:3][O:4][C:5]([C@@H:7]1[CH2:12][CH2:11][CH2:10][N:9]([C:13](=[O:48])[C@@H:14]([NH:23][C:24](=[O:47])[C@@H:25]([NH:29][C:30](=[O:31])[C:74]([CH3:78])([CH3:75])/[CH:73]=[CH:72]/[C:66]2[CH:67]=[C:54]3[C:55]([CH:80]=[CH:52][C:51]([C@H:126]([O:125][C:122](=[O:124])[CH3:123])[CH3:127])=[N:53]3)=[CH:64][CH:65]=2)[CH:26]([CH3:27])[CH3:28])[CH2:15][O:16][CH2:17][C:18]2([CH3:22])[CH2:19][O:20][CH2:21]2)[NH:8]1)=[O:6]. The catalyst class is: 10. (9) Reactant: [N:1]1[CH:6]=[CH:5][CH:4]=[CH:3][C:2]=1[CH:7]=O.C(O)(=O)[CH2:10][C:11]([OH:13])=[O:12].N1CCCCC1.Cl. Product: [N:1]1[CH:6]=[CH:5][CH:4]=[CH:3][C:2]=1/[CH:7]=[CH:10]/[C:11]([OH:13])=[O:12]. The catalyst class is: 17. (10) Reactant: [CH3:1][C:2]([CH3:20])([CH3:19])[C:3]([O:5][CH2:6][N:7]1[CH:11]=[N:10][C:9]([C:12]2[CH:17]=[CH:16][C:15](Br)=[CH:14][CH:13]=2)=[N:8]1)=[O:4].[CH:21]([C:23]1[CH:24]=[C:25](B(O)O)[CH:26]=[CH:27][CH:28]=1)=[O:22].C(Cl)Cl.C([O-])([O-])=O.[Na+].[Na+]. Product: [CH3:1][C:2]([CH3:20])([CH3:19])[C:3]([O:5][CH2:6][N:7]1[CH:11]=[N:10][C:9]([C:12]2[CH:17]=[CH:16][C:15]([C:27]3[CH:26]=[CH:25][CH:24]=[C:23]([CH:21]=[O:22])[CH:28]=3)=[CH:14][CH:13]=2)=[N:8]1)=[O:4]. The catalyst class is: 140.